This data is from Full USPTO retrosynthesis dataset with 1.9M reactions from patents (1976-2016). The task is: Predict the reactants needed to synthesize the given product. Given the product [Cl:8][C:6]1[CH:5]=[C:4]([C:9]([F:12])([F:11])[F:10])[CH:3]=[C:2]([CH:13]2[CH2:15][CH2:14]2)[CH:7]=1, predict the reactants needed to synthesize it. The reactants are: Cl[C:2]1[CH:3]=[C:4]([C:9]([F:12])([F:11])[F:10])[CH:5]=[C:6]([Cl:8])[CH:7]=1.[CH:13]1(B(O)O)[CH2:15][CH2:14]1.[O-]P([O-])([O-])=O.[K+].[K+].[K+].C1(P(C2CCCCC2)C2CCCCC2)CCCCC1.